From a dataset of Catalyst prediction with 721,799 reactions and 888 catalyst types from USPTO. Predict which catalyst facilitates the given reaction. (1) Reactant: [NH2:1][CH2:2][CH2:3][CH2:4][N:5]1[C:13]2[C:8](=[CH:9][CH:10]=[CH:11][CH:12]=2)[C:7]2([CH2:17][O:16][C:15]3[CH:18]=[C:19]4[C:23](=[CH:24][C:14]2=3)[CH2:22][CH2:21][O:20]4)[C:6]1=[O:25].C(N(CC)CC)C.[F:33][C:34]([F:46])([F:45])[O:35][C:36]1[CH:44]=[CH:43][CH:42]=[CH:41][C:37]=1[C:38](Cl)=[O:39]. Product: [O:25]=[C:6]1[C:7]2([CH2:17][O:16][C:15]3[CH:18]=[C:19]4[C:23](=[CH:24][C:14]2=3)[CH2:22][CH2:21][O:20]4)[C:8]2[C:13](=[CH:12][CH:11]=[CH:10][CH:9]=2)[N:5]1[CH2:4][CH2:3][CH2:2][NH:1][C:38](=[O:39])[C:37]1[CH:41]=[CH:42][CH:43]=[CH:44][C:36]=1[O:35][C:34]([F:33])([F:45])[F:46]. The catalyst class is: 4. (2) Reactant: [Br:1][C:2]1[N:3]=[C:4]([C:26]2([CH3:29])[CH2:28][CH2:27]2)[N:5](COCC[Si](C)(C)C)[C:6]=1[C:7]1[CH:12]=[CH:11][N:10]=[C:9]([NH:13][CH2:14][CH2:15][C:16]#[N:17])[N:8]=1.CC(O)C.CC1C=CC(S([O-])(=O)=O)=CC=1.C1C=C[NH+]=CC=1.C([O-])(O)=O.[Na+]. Product: [Br:1][C:2]1[N:3]=[C:4]([C:26]2([CH3:29])[CH2:27][CH2:28]2)[NH:5][C:6]=1[C:7]1[CH:12]=[CH:11][N:10]=[C:9]([NH:13][CH2:14][CH2:15][C:16]#[N:17])[N:8]=1. The catalyst class is: 803. (3) Reactant: C(O)(C(F)(F)F)=O.C(OC(=O)[NH:14][C:15]1[C:24]2[C:19](=[CH:20][CH:21]=[CH:22][CH:23]=2)[C:18]([O:25][C:26]2[CH:31]=[CH:30][N:29]=[C:28]([NH:32][C:33]3[CH:38]=[CH:37][CH:36]=[CH:35][CH:34]=3)[CH:27]=2)=[CH:17][CH:16]=1)(C)(C)C. Product: [NH2:14][C:15]1[C:24]2[C:19](=[CH:20][CH:21]=[CH:22][CH:23]=2)[C:18]([O:25][C:26]2[CH:31]=[CH:30][N:29]=[C:28]([NH:32][C:33]3[CH:34]=[CH:35][CH:36]=[CH:37][CH:38]=3)[CH:27]=2)=[CH:17][CH:16]=1. The catalyst class is: 2. (4) Reactant: [N:1]1([CH2:6][CH2:7][N:8]2[C:16]3[C:11](=[CH:12][C:13]([NH2:17])=[CH:14][CH:15]=3)[CH:10]=[N:9]2)[CH2:5][CH2:4][CH2:3][CH2:2]1.CC(=O)[C:20](C)=[O:21].[BH-](OC(C)=O)(OC(C)=O)OC(C)=O.[Na+].[CH2:38]1[CH2:42][O:41][CH2:40]C1. Product: [CH3:20][O:21][CH:42]([O:41][CH3:40])[CH2:38][NH:17][C:13]1[CH:12]=[C:11]2[C:16](=[CH:15][CH:14]=1)[N:8]([CH2:7][CH2:6][N:1]1[CH2:5][CH2:4][CH2:3][CH2:2]1)[N:9]=[CH:10]2. The catalyst class is: 237. (5) Reactant: Br[CH2:2][CH:3]=[CH:4][C:5]([OH:7])=[O:6].[CH3:8][NH:9][CH3:10].C(Cl)CCl. Product: [CH3:8][N:9]([CH3:10])[CH2:2][CH:3]=[CH:4][C:5]([OH:7])=[O:6]. The catalyst class is: 118.